Dataset: Forward reaction prediction with 1.9M reactions from USPTO patents (1976-2016). Task: Predict the product of the given reaction. (1) The product is: [CH3:1][O:2][C:3]1[CH:8]=[CH:7][C:6]([NH:9][C:10](=[O:20])[C:11]2[CH:16]=[C:15]([CH2:17][NH:18][S:34]([CH:31]3[CH2:33][CH2:32]3)(=[O:36])=[O:35])[CH:14]=[CH:13][C:12]=2[Cl:19])=[CH:5][C:4]=1[C:21]([NH:23][C:24]1[CH:25]=[CH:26][C:27]([Br:30])=[CH:28][CH:29]=1)=[O:22]. Given the reactants [CH3:1][O:2][C:3]1[CH:8]=[CH:7][C:6]([NH:9][C:10](=[O:20])[C:11]2[CH:16]=[C:15]([CH2:17][NH2:18])[CH:14]=[CH:13][C:12]=2[Cl:19])=[CH:5][C:4]=1[C:21]([NH:23][C:24]1[CH:29]=[CH:28][C:27]([Br:30])=[CH:26][CH:25]=1)=[O:22].[CH:31]1([S:34](Cl)(=[O:36])=[O:35])[CH2:33][CH2:32]1.N1C=CC=CC=1, predict the reaction product. (2) Given the reactants [CH3:1][N:2]([CH2:24][CH3:25])[C:3]([O:5][C:6]1[CH:14]=[C:13]2[C:9]([CH2:10][CH2:11][CH:12]2[NH:15][C:16]2[NH:21][C:20](=[O:22])[NH:19][C:18](=[O:23])[CH:17]=2)=[CH:8][CH:7]=1)=[O:4].[N:26](OCCC(C)C)=[O:27], predict the reaction product. The product is: [N:26]([C:17]1[C:18](=[O:23])[NH:19][C:20](=[O:22])[NH:21][C:16]=1[NH:15][CH:12]1[C:13]2[C:9](=[CH:8][CH:7]=[C:6]([O:5][C:3](=[O:4])[N:2]([CH3:1])[CH2:24][CH3:25])[CH:14]=2)[CH2:10][CH2:11]1)=[O:27]. (3) Given the reactants Br[CH2:2][C:3]1[N:13]([CH2:14][CH2:15][C:16]2[CH:21]=[CH:20][C:19]([Cl:22])=[CH:18][CH:17]=2)[C:6]2[N:7]=[C:8]([C:11]#[N:12])[N:9]=[CH:10][C:5]=2[CH:4]=1.[C:23]([O-:26])([O-])=O.[Cs+].[Cs+].[CH2:29]([Cl:31])Cl, predict the reaction product. The product is: [Cl:31][C:29]1[CH:6]=[CH:5][C:4]([CH2:2][C:3]2[N:13]([CH2:14][CH2:15][C:16]3[CH:21]=[CH:20][C:19]([Cl:22])=[CH:18][CH:17]=3)[C:6]3[N:7]=[C:8]([C:11]#[N:12])[N:9]=[CH:10][C:5]=3[CH:4]=2)=[CH:3][C:2]=1[CH2:23][OH:26]. (4) Given the reactants [F:1][C:2]([F:9])([CH3:8])[C:3](OCC)=[O:4].[F:10][C:11]1[CH:16]=[CH:15][C:14]([N:17]2[C:25]3[C:20](=[CH:21][C:22]([O:26][C@H:27]([C:31]4[CH:36]=[CH:35][CH:34]=[C:33]([O:37][CH3:38])[CH:32]=4)[C@@H:28]([NH2:30])[CH3:29])=[CH:23][CH:24]=3)[CH:19]=[N:18]2)=[CH:13][CH:12]=1, predict the reaction product. The product is: [F:1][C:2]([F:9])([CH3:8])[C:3]([NH:30][C@@H:28]([CH3:29])[C@H:27]([O:26][C:22]1[CH:21]=[C:20]2[C:25](=[CH:24][CH:23]=1)[N:17]([C:14]1[CH:13]=[CH:12][C:11]([F:10])=[CH:16][CH:15]=1)[N:18]=[CH:19]2)[C:31]1[CH:36]=[CH:35][CH:34]=[C:33]([O:37][CH3:38])[CH:32]=1)=[O:4]. (5) Given the reactants [F:1][C:2]1[CH:28]=[CH:27][C:5]([CH2:6][NH:7][C:8]2[N:13]=[C:12]([NH:14][CH2:15][C:16]3[CH:21]=[CH:20][C:19]([F:22])=[CH:18][CH:17]=3)[N:11]=[C:10]([NH:23][CH2:24][CH2:25][CH3:26])[N:9]=2)=[CH:4][CH:3]=1.[ClH:29].C(OCC)C, predict the reaction product. The product is: [ClH:29].[F:22][C:19]1[CH:18]=[CH:17][C:16]([CH2:15][NH:14][C:12]2[N:13]=[C:8]([NH:7][CH2:6][C:5]3[CH:27]=[CH:28][C:2]([F:1])=[CH:3][CH:4]=3)[N:9]=[C:10]([NH:23][CH2:24][CH2:25][CH3:26])[N:11]=2)=[CH:21][CH:20]=1. (6) Given the reactants [CH2:1]([C:8]1[C:17]([CH3:18])=[C:16](Cl)[C:15]2[C:10](=[CH:11][C:12]([F:21])=[CH:13][C:14]=2[F:20])[N:9]=1)[C:2]1[CH:7]=[CH:6][CH:5]=[CH:4][CH:3]=1.[CH3:22][C:23]1([CH3:38])[C:27]2=[N:28][CH:29]=[C:30]([N:32]3[CH2:37][CH2:36][O:35][CH2:34][CH2:33]3)[CH:31]=[C:26]2[NH:25][CH2:24]1.C1(P(C2CCCCC2)C2C=CC=CC=2C2C(C(C)C)=CC(C(C)C)=CC=2C(C)C)CCCCC1.CC(C)([O-])C.[Na+], predict the reaction product. The product is: [CH2:1]([C:8]1[C:17]([CH3:18])=[C:16]([N:25]2[C:26]3[C:27](=[N:28][CH:29]=[C:30]([N:32]4[CH2:33][CH2:34][O:35][CH2:36][CH2:37]4)[CH:31]=3)[C:23]([CH3:38])([CH3:22])[CH2:24]2)[C:15]2[C:10](=[CH:11][C:12]([F:21])=[CH:13][C:14]=2[F:20])[N:9]=1)[C:2]1[CH:7]=[CH:6][CH:5]=[CH:4][CH:3]=1. (7) The product is: [C:37]([O:17][C@@H:16]1[C@@H:15]([CH2:18][O:19][S:20]([C:23]2[CH:28]=[CH:27][C:26]([CH3:29])=[CH:25][CH:24]=2)(=[O:22])=[O:21])[O:14][CH:11]([O:12][CH3:13])[CH2:10][C@H:9]1[O:8][CH2:1][C:2]1[CH:3]=[CH:4][CH:5]=[CH:6][CH:7]=1)(=[O:44])[C:38]1[CH:43]=[CH:42][CH:41]=[CH:40][CH:39]=1. Given the reactants [CH2:1]([O:8][C@H:9]1[C@H:16]([OH:17])[C@@H:15]([CH2:18][O:19][S:20]([C:23]2[CH:28]=[CH:27][C:26]([CH3:29])=[CH:25][CH:24]=2)(=[O:22])=[O:21])[O:14][CH:11]([O:12][CH3:13])[CH2:10]1)[C:2]1[CH:7]=[CH:6][CH:5]=[CH:4][CH:3]=1.C(N(CC)CC)C.[C:37](Cl)(=[O:44])[C:38]1[CH:43]=[CH:42][CH:41]=[CH:40][CH:39]=1.O, predict the reaction product. (8) Given the reactants FC(F)(F)C(O)=O.[Cl:8][C:9]1[C:10]([C:28]2[C:36]3[C:31](=[CH:32][CH:33]=[CH:34][CH:35]=3)[N:30]([S:37]([C:40]3[CH:45]=[CH:44][CH:43]=[CH:42][CH:41]=3)(=[O:39])=[O:38])[CH:29]=2)=[N:11][C:12]([NH:15][C@@H:16]2[CH2:20][CH2:19][N:18](C(OC(C)(C)C)=O)[CH2:17]2)=[N:13][CH:14]=1, predict the reaction product. The product is: [Cl:8][C:9]1[C:10]([C:28]2[C:36]3[C:31](=[CH:32][CH:33]=[CH:34][CH:35]=3)[N:30]([S:37]([C:40]3[CH:45]=[CH:44][CH:43]=[CH:42][CH:41]=3)(=[O:39])=[O:38])[CH:29]=2)=[N:11][C:12]([NH:15][C@@H:16]2[CH2:20][CH2:19][NH:18][CH2:17]2)=[N:13][CH:14]=1.